This data is from Forward reaction prediction with 1.9M reactions from USPTO patents (1976-2016). The task is: Predict the product of the given reaction. (1) The product is: [CH2:4]([N:3]([CH2:2][CH3:1])[CH2:6][CH2:7][NH:8][C:9]1[C:10]2=[C:11]3[C:12]([N:15]=[CH:16][N:17]3[C:18]3[C:19]([C:20]2=[O:21])=[CH:22][C:23]([O:26][C:42](=[O:44])[CH3:43])=[CH:24][CH:25]=3)=[CH:13][CH:14]=1)[CH3:5]. Given the reactants [CH3:1][CH2:2][N:3]([CH2:6][CH2:7][NH:8][C:9]1[CH:14]=[CH:13][C:12]2[N:15]=[CH:16][N:17]3[C:18]4[CH:25]=[CH:24][C:23]([OH:26])=[CH:22][C:19]=4[C:20](=[O:21])[C:10]=1[C:11]=23)[CH2:4][CH3:5].O.Cl.Cl.Cl.CN(C)CCCN=C=NCC.[C:42](O)(=[O:44])[CH3:43].C(N(CC)C(C)C)(C)C, predict the reaction product. (2) Given the reactants [F:1][C:2]1[CH:11]=[CH:10][C:5]2[S:6][CH:7]=[C:8]([CH3:9])[C:4]=2[CH:3]=1.[CH:12](=[O:19])[C:13]1[CH:18]=[CH:17][CH:16]=[CH:15][CH:14]=1, predict the reaction product. The product is: [F:1][C:2]1[CH:11]=[CH:10][C:5]2[S:6][C:7]([CH:12]([C:13]3[CH:18]=[CH:17][CH:16]=[CH:15][CH:14]=3)[OH:19])=[C:8]([CH3:9])[C:4]=2[CH:3]=1. (3) Given the reactants [Br-].[C:2]([CH2:4][CH2:5][CH2:6][CH2:7][Zn+])#[N:3].Cl[C:10]1[N:15]=[N:14][C:13]([NH:16][C:17](=[O:25])[CH2:18][C:19]2[CH:24]=[CH:23][CH:22]=[CH:21][CH:20]=2)=[CH:12][CH:11]=1.Cl, predict the reaction product. The product is: [C:2]([CH2:4][CH2:5][CH2:6][CH2:7][C:10]1[N:15]=[N:14][C:13]([NH:16][C:17](=[O:25])[CH2:18][C:19]2[CH:20]=[CH:21][CH:22]=[CH:23][CH:24]=2)=[CH:12][CH:11]=1)#[N:3]. (4) The product is: [N+:12]([C:9]1[CH:10]=[CH:11][C:5]2[O:4][C:3]([N:22]3[CH:20]4[CH2:21][CH2:16][N:15]([CH2:18][CH2:19]4)[CH2:28][CH2:27]3)=[N:7][C:6]=2[CH:8]=1)([O-:14])=[O:13]. Given the reactants CS[C:3]1[O:4][C:5]2[CH:11]=[CH:10][C:9]([N+:12]([O-:14])=[O:13])=[CH:8][C:6]=2[N:7]=1.[NH2:15][C:16]1[CH:21]=[C:20]([N+:22]([O-])=O)[CH:19]=[CH:18]C=1O.Cl.[C:27](OCC)(=O)[CH3:28], predict the reaction product. (5) Given the reactants [O:1]=[C:2]1[CH2:7][CH2:6][CH:5]([C:8]([O:10][CH2:11][CH3:12])=[O:9])[CH2:4][CH2:3]1.CO[CH:15](OC)[N:16]([CH3:18])[CH3:17].C(N(CC)CC)C, predict the reaction product. The product is: [CH3:15][N:16]([CH:18]=[C:3]1[C:2](=[O:1])[CH2:7][CH2:6][CH:5]([C:8]([O:10][CH2:11][CH3:12])=[O:9])[CH2:4]1)[CH3:17]. (6) The product is: [C:1]([O:5][NH:6][C:7]([C@:9]1([CH3:38])[C@H:14]([NH:15][S:16]([C:19]2[CH:20]=[CH:21][C:22]([O:25][CH2:26][C:27]3[C:36]4[C:31](=[CH:32][CH:33]=[CH:34][CH:35]=4)[N:30]=[C:29]([CH3:37])[CH:28]=3)=[CH:23][CH:24]=2)(=[O:18])=[O:17])[CH2:13][CH2:12][N:11]([CH:41]([CH3:42])[CH3:45])[CH2:10]1)=[O:8])([CH3:4])([CH3:3])[CH3:2]. Given the reactants [C:1]([O:5][NH:6][C:7]([C@:9]1([CH3:38])[C@H:14]([NH:15][S:16]([C:19]2[CH:24]=[CH:23][C:22]([O:25][CH2:26][C:27]3[C:36]4[C:31](=[CH:32][CH:33]=[CH:34][CH:35]=4)[N:30]=[C:29]([CH3:37])[CH:28]=3)=[CH:21][CH:20]=2)(=[O:18])=[O:17])[CH2:13][CH2:12][NH:11][CH2:10]1)=[O:8])([CH3:4])([CH3:3])[CH3:2].CO.[C:41](O)(=O)[CH3:42].[C:45]([BH3-])#N.[Na+], predict the reaction product. (7) Given the reactants [OH:1][C:2]1[CH:7]=[CH:6][C:5]([CH2:8][CH2:9][N:10]2[C:18]3[C:13](=[CH:14][CH:15]=[CH:16][C:17]=3[O:19][C@@H:20]3[O:46][C@H:45]([CH2:47][O:48][C:49](=[O:54])[C:50]([CH3:53])([CH3:52])[CH3:51])[C@@H:37]([O:38][C:39](=[O:44])[C:40]([CH3:43])([CH3:42])[CH3:41])[C@H:29]([O:30][C:31](=[O:36])[C:32]([CH3:35])([CH3:34])[CH3:33])[C@H:21]3[O:22][C:23](=[O:28])[C:24]([CH3:27])([CH3:26])[CH3:25])[CH:12]=[CH:11]2)=[CH:4][CH:3]=1.C(=O)([O-])[O-].[Cs+].[Cs+].Br[CH2:62][CH2:63][CH2:64][Cl:65], predict the reaction product. The product is: [Cl:65][CH2:64][CH2:63][CH2:62][O:1][C:2]1[CH:7]=[CH:6][C:5]([CH2:8][CH2:9][N:10]2[C:18]3[C:13](=[CH:14][CH:15]=[CH:16][C:17]=3[O:19][C@@H:20]3[O:46][C@H:45]([CH2:47][O:48][C:49](=[O:54])[C:50]([CH3:53])([CH3:52])[CH3:51])[C@@H:37]([O:38][C:39](=[O:44])[C:40]([CH3:41])([CH3:42])[CH3:43])[C@H:29]([O:30][C:31](=[O:36])[C:32]([CH3:33])([CH3:34])[CH3:35])[C@H:21]3[O:22][C:23](=[O:28])[C:24]([CH3:26])([CH3:27])[CH3:25])[CH:12]=[CH:11]2)=[CH:4][CH:3]=1. (8) Given the reactants [Br:1][C:2]1[CH:3]=[C:4]([CH:8]([NH2:10])[CH3:9])[CH:5]=[CH:6][CH:7]=1.[C:11]([O:15][C:16](O[C:16]([O:15][C:11]([CH3:14])([CH3:13])[CH3:12])=[O:17])=[O:17])([CH3:14])([CH3:13])[CH3:12].C(N(CC)CC)C, predict the reaction product. The product is: [Br:1][C:2]1[CH:3]=[C:4]([CH:8]([NH:10][C:16](=[O:17])[O:15][C:11]([CH3:14])([CH3:13])[CH3:12])[CH3:9])[CH:5]=[CH:6][CH:7]=1. (9) Given the reactants [CH:1]([N:14]1[CH2:17][CH:16]([NH:18][C:19]2[C:28]3[C:23](=[CH:24][CH:25]=[CH:26][CH:27]=3)[N:22]=[C:21](Cl)[N:20]=2)[CH2:15]1)([C:8]1[CH:13]=[CH:12][CH:11]=[CH:10][CH:9]=1)[C:2]1[CH:7]=[CH:6][CH:5]=[CH:4][CH:3]=1.[N:30]1[CH:31]=[CH:32][N:33]2[CH:38]=[C:37](B(O)O)[CH:36]=[CH:35][C:34]=12.N1C=CN2C=C(C3N=C(NCC(C4C=CC=CC=4)C4NC=CC=4)C4C(=CC=CC=4)N=3)C=CC=12, predict the reaction product. The product is: [CH:1]([N:14]1[CH2:17][CH:16]([NH:18][C:19]2[C:28]3[C:23](=[CH:24][CH:25]=[CH:26][CH:27]=3)[N:22]=[C:21]([C:37]3[CH:36]=[CH:35][C:34]4[N:33]([CH:32]=[CH:31][N:30]=4)[CH:38]=3)[N:20]=2)[CH2:15]1)([C:8]1[CH:13]=[CH:12][CH:11]=[CH:10][CH:9]=1)[C:2]1[CH:7]=[CH:6][CH:5]=[CH:4][CH:3]=1.